This data is from Reaction yield outcomes from USPTO patents with 853,638 reactions. The task is: Predict the reaction yield, written as a fraction of the theoretical maximum amount of product (1.0 means a 100% yield; for example, 0.34 means a 34% yield). (1) The catalyst is COCCOC.O. The product is [CH3:18][C:3]1[C:4]([CH:16]=[O:17])=[CH:5][NH:6][C:2]=1[C:19]1[CH:24]=[CH:23][CH:22]=[CH:21][CH:20]=1. The yield is 0.690. The reactants are Br[C:2]1[N:6](S(C2C=CC=CC=2)(=O)=O)[CH:5]=[C:4]([CH:16]=[O:17])[C:3]=1[CH3:18].[C:19]1(B(O)O)[CH:24]=[CH:23][CH:22]=[CH:21][CH:20]=1.C(=O)([O-])[O-].[Na+].[Na+].[OH-].[Na+]. (2) The catalyst is C(O)(C(F)(F)F)=O. The product is [CH:25]([N:24]1[C:20]([C:18]2[N:19]=[C:12]3[C:11]4[CH:29]=[N:30][C:8]([NH2:7])=[CH:9][C:10]=4[O:16][CH2:15][CH2:14][N:13]3[CH:17]=2)=[N:21][C:22]([CH3:28])=[N:23]1)([CH3:27])[CH3:26]. The yield is 0.310. The reactants are COC1C=C(C=CC=1OC)C[NH:7][C:8]1[N:30]=[CH:29][C:11]2[C:12]3[N:13]([CH:17]=[C:18]([C:20]4[N:24]([CH:25]([CH3:27])[CH3:26])[N:23]=[C:22]([CH3:28])[N:21]=4)[N:19]=3)[CH2:14][CH2:15][O:16][C:10]=2[CH:9]=1. (3) The reactants are [F:1][C:2]1[CH:11]=[C:10]2[C:5]([CH:6]=[CH:7][CH:8]=[N:9]2)=[CH:4][C:3]=1[CH2:12][N:13]1[C:21]2[C:16](=[N:17][CH:18]=[C:19]([C:22](=O)[CH3:23])[N:20]=2)[N:15]=[N:14]1.Cl.[NH2:26][OH:27]. No catalyst specified. The product is [F:1][C:2]1[CH:11]=[C:10]2[C:5]([CH:6]=[CH:7][CH:8]=[N:9]2)=[CH:4][C:3]=1[CH2:12][N:13]1[C:21]2=[N:20][C:19](/[C:22](=[N:26]/[OH:27])/[CH3:23])=[CH:18][N:17]=[C:16]2[N:15]=[N:14]1. The yield is 0.620. (4) The reactants are CN(C)C=O.Br[C:7]1[C:16]([O:17][C:18]2[C:27]3[C:22](=[CH:23][C:24]([O:30][CH3:31])=[C:25]([O:28][CH3:29])[CH:26]=3)[N:21]=[CH:20][CH:19]=2)=[CH:15][C:14]2[C:9](=[CH:10][CH:11]=[CH:12][CH:13]=2)[N:8]=1.C([Sn](CCCC)(CCCC)[C:37]1[CH:42]=[CH:41][CH:40]=[CH:39][N:38]=1)CCC. The product is [CH3:29][O:28][C:25]1[CH:26]=[C:27]2[C:22](=[CH:23][C:24]=1[O:30][CH3:31])[N:21]=[CH:20][CH:19]=[C:18]2[O:17][C:16]1[C:7]([C:37]2[CH:42]=[CH:41][CH:40]=[CH:39][N:38]=2)=[N:8][C:9]2[C:14]([CH:15]=1)=[CH:13][CH:12]=[CH:11][CH:10]=2. The catalyst is [Cu]=O.O. The yield is 0.150. (5) The reactants are [F:1][C:2]1[C:13]([O:14][CH3:15])=[CH:12][CH:11]=[CH:10][C:3]=1[C:4](N(OC)C)=[O:5].CC(C[AlH]CC(C)C)C.C1(C)C=CC=CC=1. The catalyst is C1COCC1. The product is [F:1][C:2]1[C:13]([O:14][CH3:15])=[CH:12][CH:11]=[CH:10][C:3]=1[CH:4]=[O:5]. The yield is 0.850. (6) The reactants are [Si:1]([O:8][CH2:9][C:10]1([CH3:30])[S:16][CH2:15][CH2:14][N:13]2[C:17]([C:20]3([C:23]4[CH:28]=[CH:27][C:26](Cl)=[CH:25][CH:24]=4)[CH2:22][CH2:21]3)=[N:18][N:19]=[C:12]2[CH2:11]1)([C:4]([CH3:7])([CH3:6])[CH3:5])([CH3:3])[CH3:2].[CH3:31][N:32]([CH3:44])[C:33]([C:35]1[N:40]=[CH:39][C:38](B(O)O)=[CH:37][CH:36]=1)=[O:34].C1(P(C2CCCCC2)C2CCCCC2)CCCCC1.P([O-])([O-])([O-])=O.[K+].[K+].[K+].C(=O)([O-])O.[Na+]. The catalyst is O1CCOCC1.O.C1C=CC(/C=C/C(/C=C/C2C=CC=CC=2)=O)=CC=1.C1C=CC(/C=C/C(/C=C/C2C=CC=CC=2)=O)=CC=1.C1C=CC(/C=C/C(/C=C/C2C=CC=CC=2)=O)=CC=1.[Pd].[Pd]. The product is [Si:1]([O:8][CH2:9][C:10]1([CH3:30])[S:16][CH2:15][CH2:14][N:13]2[C:17]([C:20]3([C:23]4[CH:28]=[CH:27][C:26]([C:38]5[CH:37]=[CH:36][C:35]([C:33]([N:32]([CH3:44])[CH3:31])=[O:34])=[N:40][CH:39]=5)=[CH:25][CH:24]=4)[CH2:22][CH2:21]3)=[N:18][N:19]=[C:12]2[CH2:11]1)([C:4]([CH3:7])([CH3:6])[CH3:5])([CH3:3])[CH3:2]. The yield is 0.420. (7) The reactants are [C:1]([O:5][C:6]([N:8]1[C@:12]([CH2:14][O:15]C(=O)CCCCC)([CH3:13])[CH2:11][O:10][C:9]1([CH3:24])[CH3:23])=[O:7])([CH3:4])([CH3:3])[CH3:2].[H-].C([Al+]CC(C)C)C(C)C.C(C(C(C([O-])=O)O)O)([O-])=O.[Na+].[K+]. The catalyst is ClCCl. The product is [C:1]([O:5][C:6]([N:8]1[C@:12]([CH2:14][OH:15])([CH3:13])[CH2:11][O:10][C:9]1([CH3:24])[CH3:23])=[O:7])([CH3:4])([CH3:3])[CH3:2]. The yield is 1.00. (8) The reactants are [CH2:1]([N:8]1[C:16]2[C:11](=[CH:12][CH:13]=[CH:14][CH:15]=2)[C@:10]2([CH2:18][C@H:17]2[C:19]2[CH:27]=[C:26]3[C:22]([CH:23]=[N:24][N:25]3[CH2:28][C:29]3[CH:34]=[CH:33][CH:32]=[CH:31][CH:30]=3)=[CH:21][CH:20]=2)[C:9]1=[O:35])[C:2]1[CH:7]=[CH:6][CH:5]=[CH:4][CH:3]=1.CS(O[C@@H](C1C=C2C(C=NN2CC2C=CC=CC=2)=CC=1)COS(C)(=O)=O)(=O)=O.C(N1C2C(=CC([F:80])=CC=2)CC1=O)C1C=CC=CC=1. No catalyst specified. The product is [CH2:1]([N:8]1[C:16]2[C:11](=[CH:12][C:13]([F:80])=[CH:14][CH:15]=2)[C@:10]2([CH2:18][C@H:17]2[C:19]2[CH:27]=[C:26]3[C:22]([CH:23]=[N:24][N:25]3[CH2:28][C:29]3[CH:34]=[CH:33][CH:32]=[CH:31][CH:30]=3)=[CH:21][CH:20]=2)[C:9]1=[O:35])[C:2]1[CH:7]=[CH:6][CH:5]=[CH:4][CH:3]=1. The yield is 0.630. (9) The reactants are [C:1]1([CH2:7][CH2:8][NH2:9])[CH:6]=[CH:5][CH:4]=[CH:3][CH:2]=1.[S:10]([OH:14])([OH:13])(=[O:12])=[O:11].CS[C:17](=[NH:19])[NH2:18].O.[OH-].[Na+]. The catalyst is C(O)C. The product is [S:10]([OH:14])([OH:13])(=[O:12])=[O:11].[C:1]1([CH2:7][CH2:8][NH:9][C:17]([NH2:19])=[NH:18])[CH:6]=[CH:5][CH:4]=[CH:3][CH:2]=1.[C:1]1([CH2:7][CH2:8][NH:9][C:17]([NH2:19])=[NH:18])[CH:6]=[CH:5][CH:4]=[CH:3][CH:2]=1. The yield is 0.615.